From a dataset of Peptide-MHC class II binding affinity with 134,281 pairs from IEDB. Regression. Given a peptide amino acid sequence and an MHC pseudo amino acid sequence, predict their binding affinity value. This is MHC class II binding data. (1) The peptide sequence is SSCEVALSYYPTPLA. The MHC is HLA-DPA10103-DPB10401 with pseudo-sequence HLA-DPA10103-DPB10401. The binding affinity (normalized) is 0.340. (2) The peptide sequence is YVYEPFPKEVWEQIF. The MHC is HLA-DPA10103-DPB10401 with pseudo-sequence HLA-DPA10103-DPB10401. The binding affinity (normalized) is 0.508. (3) The peptide sequence is AQNGVRAMSSLGSSL. The MHC is DRB1_0701 with pseudo-sequence DRB1_0701. The binding affinity (normalized) is 0.204. (4) The peptide sequence is YDKFLANVSTTLTGK. The MHC is DRB1_0401 with pseudo-sequence DRB1_0401. The binding affinity (normalized) is 0.700. (5) The peptide sequence is QVPSASMGRDIKVQF. The MHC is HLA-DPA10201-DPB10501 with pseudo-sequence HLA-DPA10201-DPB10501. The binding affinity (normalized) is 0.249.